The task is: Predict the product of the given reaction.. This data is from Forward reaction prediction with 1.9M reactions from USPTO patents (1976-2016). (1) Given the reactants [OH:1][C:2]1([CH3:17])[CH2:9][CH2:8][O:7][CH2:6][CH2:5][N:4](C(OC(C)(C)C)=O)[CH2:3]1.C(O)(C(F)(F)F)=O, predict the reaction product. The product is: [CH3:17][C:2]1([OH:1])[CH2:9][CH2:8][O:7][CH2:6][CH2:5][NH:4][CH2:3]1. (2) Given the reactants [CH2:1]([O:3][C:4]([C:6]1[C:7](=[O:23])[C:8]2[C:13]([C:14]=1[C:15]1[CH:20]=[CH:19][CH:18]=[CH:17][CH:16]=1)=[CH:12][CH:11]=[C:10]([O:21][CH3:22])[CH:9]=2)=[O:5])[CH3:2].[CH3:24][Mg]Cl, predict the reaction product. The product is: [CH2:1]([O:3][C:4]([C:6]1[C:7]([OH:23])([CH3:24])[C:8]2[C:13]([C:14]=1[C:15]1[CH:20]=[CH:19][CH:18]=[CH:17][CH:16]=1)=[CH:12][CH:11]=[C:10]([O:21][CH3:22])[CH:9]=2)=[O:5])[CH3:2]. (3) Given the reactants [CH2:1]([Li])[CH2:2][CH2:3][CH3:4].[O:6]1[C:10]2(CCC(=O)[CH2:12][CH2:11]2)[O:9][CH2:8][CH2:7]1.CC(C)=O, predict the reaction product. The product is: [C:10]([O-:9])(=[O:6])[CH3:11].[CH2:4]=[C:3]1[CH2:12][CH2:11][C:10]2([O:9][CH2:8][CH2:7][O:6]2)[CH2:1][CH2:2]1. (4) Given the reactants [CH:1]1([NH2:4])[CH2:3][CH2:2]1.[OH:5][C:6]([C:8]([F:11])([F:10])[F:9])=[O:7].[CH2:12]([N:19]1[CH2:28][CH2:27][C:26]2[C:21](=[N:22][C:23](Cl)=[C:24]([N:29]3[CH2:34][CH2:33][CH:32]([O:35][C:36]4[CH:41]=[CH:40][C:39]([O:42][CH3:43])=[CH:38][C:37]=4[F:44])[CH2:31][CH2:30]3)[N:25]=2)[CH2:20]1)[C:13]1[CH:18]=[CH:17][CH:16]=[CH:15][CH:14]=1.CC(C)([O-])C.[Na+], predict the reaction product. The product is: [CH2:12]([N:19]1[CH2:28][CH2:27][C:26]2[C:21](=[N:22][C:23]([NH:4][CH:1]3[CH2:3][CH2:2]3)=[C:24]([N:29]3[CH2:30][CH2:31][CH:32]([O:35][C:36]4[CH:41]=[CH:40][C:39]([O:42][CH3:43])=[CH:38][C:37]=4[F:44])[CH2:33][CH2:34]3)[N:25]=2)[CH2:20]1)[C:13]1[CH:18]=[CH:17][CH:16]=[CH:15][CH:14]=1.[C:6]([OH:7])([C:8]([F:11])([F:10])[F:9])=[O:5]. (5) Given the reactants FC(F)(F)S(O[C:7]1[CH:16]=[CH:15][CH:14]=[C:13]2[C:8]=1[CH2:9][C@@H:10]([NH:17][C:18](=[O:23])[C:19]([F:22])([F:21])[F:20])[CH2:11][O:12]2)(=O)=O.C1(P(C2C=CC=CC=2)C2C=CC=CC=2)C=CC=CC=1.C(N(CC)CC)C.C(O)=O, predict the reaction product. The product is: [O:12]1[C:13]2[C:8](=[CH:7][CH:16]=[CH:15][CH:14]=2)[CH2:9][C@@H:10]([NH:17][C:18](=[O:23])[C:19]([F:22])([F:20])[F:21])[CH2:11]1. (6) Given the reactants [NH4+].[Cl-].[CH2:3]([O:10][C:11]1[C:12]([F:25])=[CH:13][C:14]([N+:22]([O-])=O)=[C:15]([CH:21]=1)[C:16]([O:18][CH2:19][CH3:20])=[O:17])[C:4]1[CH:9]=[CH:8][CH:7]=[CH:6][CH:5]=1, predict the reaction product. The product is: [NH2:22][C:14]1[CH:13]=[C:12]([F:25])[C:11]([O:10][CH2:3][C:4]2[CH:9]=[CH:8][CH:7]=[CH:6][CH:5]=2)=[CH:21][C:15]=1[C:16]([O:18][CH2:19][CH3:20])=[O:17]. (7) Given the reactants [CH:1]([C@H:4]1[CH2:9][CH2:8][C@H:7]([C:10]([OH:12])=O)[CH2:6][CH2:5]1)([CH3:3])[CH3:2].S(Cl)([Cl:15])=O, predict the reaction product. The product is: [CH:1]([C@H:4]1[CH2:9][CH2:8][C@H:7]([C:10]([Cl:15])=[O:12])[CH2:6][CH2:5]1)([CH3:3])[CH3:2]. (8) Given the reactants [CH2:1]([NH:3][CH2:4][CH3:5])[CH3:2].[CH2:6](O)[C:7]#[CH:8].[C:10]([CH2:12][C:13]([O:15][CH2:16][CH:17]([CH2:22][CH3:23])[CH2:18][CH2:19][CH2:20][CH3:21])=[O:14])#[N:11].C(O)(=O)C, predict the reaction product. The product is: [C:10](/[C:12](=[CH:6]\[CH:7]=[CH:8]\[N:3]([CH2:4][CH3:5])[CH2:1][CH3:2])/[C:13]([O:15][CH2:16][CH:17]([CH2:22][CH3:23])[CH2:18][CH2:19][CH2:20][CH3:21])=[O:14])#[N:11].